Predict the reaction yield, written as a fraction of the theoretical maximum amount of product (1.0 means a 100% yield; for example, 0.34 means a 34% yield). From a dataset of Reaction yield outcomes from USPTO patents with 853,638 reactions. The reactants are [F:1][C:2]1[CH:3]=[C:4]([CH:9]=[C:10]([N+:12]([O-])=O)[CH:11]=1)[C:5]([NH:7][CH3:8])=[O:6]. The catalyst is [Pd].CCO. The product is [NH2:12][C:10]1[CH:9]=[C:4]([CH:3]=[C:2]([F:1])[CH:11]=1)[C:5]([NH:7][CH3:8])=[O:6]. The yield is 1.00.